Dataset: Reaction yield outcomes from USPTO patents with 853,638 reactions. Task: Predict the reaction yield, written as a fraction of the theoretical maximum amount of product (1.0 means a 100% yield; for example, 0.34 means a 34% yield). (1) The reactants are [CH3:1][S:2]([CH2:5][CH2:6][N:7]1[C:11]2[CH:12]=[CH:13][CH:14]=[CH:15][C:10]=2[N:9]=[C:8]1[CH2:16]O)(=[O:4])=[O:3].O=S(Cl)[Cl:20]. The catalyst is C(Cl)Cl. The product is [Cl:20][CH2:16][C:8]1[N:7]([CH2:6][CH2:5][S:2]([CH3:1])(=[O:4])=[O:3])[C:11]2[CH:12]=[CH:13][CH:14]=[CH:15][C:10]=2[N:9]=1. The yield is 0.330. (2) The product is [Br:23][C:11]1[CH:12]=[N:13][N:14]([CH3:15])[C:10]=1[C:3]1[CH:4]=[C:5]([C:7]([OH:9])=[O:8])[S:6][C:2]=1[Cl:1]. The reactants are [Cl:1][C:2]1[S:6][C:5]([C:7]([OH:9])=[O:8])=[CH:4][C:3]=1[C:10]1[N:14]([CH3:15])[N:13]=[CH:12][CH:11]=1.C1C(=O)N([Br:23])C(=O)C1. The catalyst is O1CCCC1. The yield is 0.790. (3) The reactants are [NH2:1][C:2]1[N:7]=[C:6]([C:8]2[CH:13]=[CH:12][C:11]([CH2:14][CH2:15][CH2:16][C:17]3[N:21]([CH2:22][CH3:23])[C:20](=[O:24])[N:19]([CH2:25][C:26]4[CH:31]=[CH:30][C:29]([C:32]([CH3:35])([CH3:34])[CH3:33])=[CH:28][CH:27]=4)[N:18]=3)=[CH:10][CH:9]=2)[CH:5]=[CH:4][C:3]=1[O:36][CH3:37].[C:38]1([S:44](Cl)(=[O:46])=[O:45])[CH:43]=[CH:42][CH:41]=[CH:40][CH:39]=1. The catalyst is N1C=CC=CC=1. The product is [C:32]([C:29]1[CH:30]=[CH:31][C:26]([CH2:25][N:19]2[C:20](=[O:24])[N:21]([CH2:22][CH3:23])[C:17]([CH2:16][CH2:15][CH2:14][C:11]3[CH:12]=[CH:13][C:8]([C:6]4[CH:5]=[CH:4][C:3]([O:36][CH3:37])=[C:2]([NH:1][S:44]([C:38]5[CH:43]=[CH:42][CH:41]=[CH:40][CH:39]=5)(=[O:46])=[O:45])[N:7]=4)=[CH:9][CH:10]=3)=[N:18]2)=[CH:27][CH:28]=1)([CH3:33])([CH3:35])[CH3:34]. The yield is 0.780. (4) The reactants are Cl.[Br:2][C:3]1[CH:4]=[C:5]([NH:11][C:12]2[CH:21]=[CH:20][C:19]3[CH2:18][NH:17][CH2:16][CH2:15][C:14]=3[N:13]=2)[C:6](=[O:10])[N:7]([CH3:9])[CH:8]=1.[O:22]1[CH2:25][C:24](=O)[CH2:23]1.[BH3-]C#N.[Na+].O. The catalyst is CO.[Cl-].[Zn+2].[Cl-]. The product is [Br:2][C:3]1[CH:4]=[C:5]([NH:11][C:12]2[CH:21]=[CH:20][C:19]3[CH2:18][N:17]([CH:24]4[CH2:25][O:22][CH2:23]4)[CH2:16][CH2:15][C:14]=3[N:13]=2)[C:6](=[O:10])[N:7]([CH3:9])[CH:8]=1. The yield is 0.890. (5) The reactants are F[C:2]1[CH:3]=[CH:4][C:5]([N+:21]([O-:23])=[O:22])=[C:6]([N:8]2[CH2:13][CH2:12][N:11]([C:14]([O:16][C:17]([CH3:20])([CH3:19])[CH3:18])=[O:15])[CH2:10][CH2:9]2)[CH:7]=1.[Cl:24][C:25]1[CH:26]=[C:27]([CH:30]=[CH:31][CH:32]=1)[CH2:28][NH2:29].C(N(CC)C(C)C)(C)C. The catalyst is C(#N)C. The product is [Cl:24][C:25]1[CH:26]=[C:27]([CH:30]=[CH:31][CH:32]=1)[CH2:28][NH:29][C:2]1[CH:3]=[CH:4][C:5]([N+:21]([O-:23])=[O:22])=[C:6]([N:8]2[CH2:13][CH2:12][N:11]([C:14]([O:16][C:17]([CH3:20])([CH3:19])[CH3:18])=[O:15])[CH2:10][CH2:9]2)[CH:7]=1. The yield is 0.480.